Dataset: Reaction yield outcomes from USPTO patents with 853,638 reactions. Task: Predict the reaction yield, written as a fraction of the theoretical maximum amount of product (1.0 means a 100% yield; for example, 0.34 means a 34% yield). (1) The reactants are [C:1](O)(=O)[C:2]#[C:3]C.C[N:8]([CH3:11])[CH:9]=[O:10].C(Cl)(=O)C(Cl)=O.N[C:19]1[CH:20]=[C:21]([CH:38]=[CH:39][C:40]=1F)[O:22][C:23]1[CH:24]=[CH:25][C:26]2[N:27]([CH:29]=[C:30]([NH:32][C:33]([CH:35]3[CH2:37][CH2:36]3)=[O:34])[N:31]=2)[N:28]=1. The catalyst is CN(C)C(=O)C.O1CCCC1. The product is [C:9]([NH:8][C:11]1[CH:20]=[C:21]([CH:38]=[CH:39][C:40]=1[CH3:19])[O:22][C:23]1[CH:24]=[CH:25][C:26]2[N:27]([CH:29]=[C:30]([NH:32][C:33]([CH:35]3[CH2:36][CH2:37]3)=[O:34])[N:31]=2)[N:28]=1)(=[O:10])[C:1]#[C:2][CH3:3]. The yield is 0.200. (2) The reactants are [C:1]([C:4]1[C:9]2=[N:10][C:11]([N:15]3[CH2:20][CH2:19][O:18][CH2:17][CH2:16]3)=[CH:12][C:13](=[O:14])[N:8]2[CH:7]=[C:6]([CH3:21])[CH:5]=1)(=[O:3])[CH3:2].[BH4-].[Na+].O. The catalyst is CO. The product is [OH:3][CH:1]([C:4]1[C:9]2=[N:10][C:11]([N:15]3[CH2:20][CH2:19][O:18][CH2:17][CH2:16]3)=[CH:12][C:13](=[O:14])[N:8]2[CH:7]=[C:6]([CH3:21])[CH:5]=1)[CH3:2]. The yield is 0.800. (3) The reactants are [N:1]1[C:10]2[C:5](=[CH:6][C:7]([CH2:11][N:12]3[C:16]4=[N:17][C:18]([C:21]5[CH:28]=[CH:27][C:24]([CH:25]=[O:26])=[CH:23][CH:22]=5)=[CH:19][CH:20]=[C:15]4[N:14]=[N:13]3)=[CH:8][CH:9]=2)[CH:4]=[CH:3][CH:2]=1.[BH4-].[Na+]. The catalyst is CO. The product is [N:1]1[C:10]2[C:5](=[CH:6][C:7]([CH2:11][N:12]3[C:16]4=[N:17][C:18]([C:21]5[CH:28]=[CH:27][C:24]([CH2:25][OH:26])=[CH:23][CH:22]=5)=[CH:19][CH:20]=[C:15]4[N:14]=[N:13]3)=[CH:8][CH:9]=2)[CH:4]=[CH:3][CH:2]=1. The yield is 0.390. (4) The reactants are P(Cl)(Cl)([Cl:3])=O.[F:6][C:7]([F:25])([F:24])[C:8]1[CH:13]=[CH:12][CH:11]=[CH:10][C:9]=1[N:14]1[C:18]2=[N:19][CH:20]=[N:21][C:22](O)=[C:17]2[CH:16]=[N:15]1. No catalyst specified. The product is [Cl:3][C:22]1[N:21]=[CH:20][N:19]=[C:18]2[N:14]([C:9]3[CH:10]=[CH:11][CH:12]=[CH:13][C:8]=3[C:7]([F:25])([F:24])[F:6])[N:15]=[CH:16][C:17]=12. The yield is 0.850. (5) The reactants are [Br:1][C:2]1[CH:3]=[CH:4][C:5]([Cl:18])=[C:6]([C:8]([C:10]2[CH:15]=[CH:14][C:13]([O:16][CH3:17])=[CH:12][CH:11]=2)=O)[CH:7]=1.C([SiH](CC)CC)C.C(OC)(C)(C)C.C(=O)(O)[O-].[Na+]. The catalyst is C(Cl)Cl.C(#N)C.C(O)C. The product is [Br:1][C:2]1[CH:3]=[CH:4][C:5]([Cl:18])=[C:6]([CH2:8][C:10]2[CH:15]=[CH:14][C:13]([O:16][CH3:17])=[CH:12][CH:11]=2)[CH:7]=1. The yield is 0.890. (6) The reactants are Br[CH:2]([CH3:10])[C:3](=O)[C:4]([O:6][CH2:7][CH3:8])=[O:5].[NH2:11][C:12]([NH2:14])=[S:13]. No catalyst specified. The product is [NH2:14][C:12]1[S:13][C:2]([CH3:10])=[C:3]([C:4]([O:6][CH2:7][CH3:8])=[O:5])[N:11]=1. The yield is 0.550. (7) The yield is 0.396. The product is [CH3:49][O:48][C:45]1[CH:44]=[CH:43][C:42]([CH2:41][N:31]([CH2:32][C:33]2[CH:34]=[CH:35][C:36]([O:39][CH3:40])=[CH:37][CH:38]=2)[C:26]2[N:27]=[C:28]([CH3:30])[N:29]=[C:24]([C:13]3[CH:14]=[CH:15][C:16]([C:18]4[CH:23]=[CH:22][N:21]=[CH:20][CH:19]=4)=[N:17][C:12]=3[NH:10][C:4]3[CH:5]=[N:6][C:7]([O:8][CH3:9])=[C:2]([F:1])[CH:3]=3)[N:25]=2)=[CH:47][CH:46]=1. No catalyst specified. The reactants are [F:1][C:2]1[CH:3]=[C:4]([NH2:10])[CH:5]=[N:6][C:7]=1[O:8][CH3:9].F[C:12]1[N:17]=[C:16]([C:18]2[CH:23]=[CH:22][N:21]=[CH:20][CH:19]=2)[CH:15]=[CH:14][C:13]=1[C:24]1[N:29]=[C:28]([CH3:30])[N:27]=[C:26]([N:31]([CH2:41][C:42]2[CH:47]=[CH:46][C:45]([O:48][CH3:49])=[CH:44][CH:43]=2)[CH2:32][C:33]2[CH:38]=[CH:37][C:36]([O:39][CH3:40])=[CH:35][CH:34]=2)[N:25]=1.